This data is from Full USPTO retrosynthesis dataset with 1.9M reactions from patents (1976-2016). The task is: Predict the reactants needed to synthesize the given product. (1) The reactants are: [OH:1][C:2]1[C:7]([O:8][CH3:9])=[C:6]([O:10][CH3:11])[CH:5]=[CH:4][C:3]=1[C:12]1[CH:20]=[CH:19][CH:18]=[C:17]2[C:13]=1[CH2:14][CH2:15][C:16]2=[O:21].C(=O)([O-])[O-].[K+].[K+].Br[CH2:29][C:30]1([CH2:34][O:35][CH3:36])[CH2:33][O:32][CH2:31]1. Given the product [CH3:9][O:8][C:7]1[C:2]([O:1][CH2:29][C:30]2([CH2:34][O:35][CH3:36])[CH2:33][O:32][CH2:31]2)=[C:3]([C:12]2[CH:20]=[CH:19][CH:18]=[C:17]3[C:13]=2[CH2:14][CH2:15][C:16]3=[O:21])[CH:4]=[CH:5][C:6]=1[O:10][CH3:11], predict the reactants needed to synthesize it. (2) Given the product [CH3:12][O:11][CH2:10][CH2:9][O:8][C:6]1[CH:5]=[CH:4][C:3](/[CH:13]=[CH:14]/[C:15]([O:17][CH2:18][CH3:19])=[O:16])=[C:2]([O:1][C:27]2[CH:32]=[CH:31][C:30]([N+:33]([O-:35])=[O:34])=[CH:29][CH:28]=2)[CH:7]=1, predict the reactants needed to synthesize it. The reactants are: [OH:1][C:2]1[CH:7]=[C:6]([O:8][CH2:9][CH2:10][O:11][CH3:12])[CH:5]=[CH:4][C:3]=1/[CH:13]=[CH:14]/[C:15]([O:17][CH2:18][CH3:19])=[O:16].C(=O)([O-])[O-].[K+].[K+].F[C:27]1[CH:32]=[CH:31][C:30]([N+:33]([O-:35])=[O:34])=[CH:29][CH:28]=1.Cl. (3) Given the product [Cl:26][C:27]1[CH:32]=[CH:31][CH:30]=[C:29]([Cl:33])[C:28]=1[C:34]1[C:38]([C:39]([O:1][CH2:2][CH2:3][CH2:4][CH2:5][CH2:6][CH2:7][N:8]2[CH2:13][CH2:12][CH:11]([C:14]3[CH:19]=[CH:18][CH:17]=[C:16]([NH:20][C:21](=[O:25])[CH:22]([CH3:23])[CH3:24])[CH:15]=3)[CH2:10][CH2:9]2)=[O:40])=[C:37]([CH3:42])[O:36][N:35]=1, predict the reactants needed to synthesize it. The reactants are: [OH:1][CH2:2][CH2:3][CH2:4][CH2:5][CH2:6][CH2:7][N:8]1[CH2:13][CH2:12][CH:11]([C:14]2[CH:15]=[C:16]([NH:20][C:21](=[O:25])[CH:22]([CH3:24])[CH3:23])[CH:17]=[CH:18][CH:19]=2)[CH2:10][CH2:9]1.[Cl:26][C:27]1[CH:32]=[CH:31][CH:30]=[C:29]([Cl:33])[C:28]=1[C:34]1[C:38]([C:39](Cl)=[O:40])=[C:37]([CH3:42])[O:36][N:35]=1. (4) Given the product [N:23]1[CH:22]=[C:21]([N:20]=[C:16]([NH2:17])[C:15]2[CH:14]=[CH:13][C:12]([N:3]3[C:7]4=[N:8][CH:9]=[CH:10][CH:11]=[C:6]4[CH:5]=[CH:4]3)=[CH:19][CH:18]=2)[CH:26]=[N:25][CH:24]=1, predict the reactants needed to synthesize it. The reactants are: [H-].[Na+].[N:3]1([C:12]2[CH:19]=[CH:18][C:15]([C:16]#[N:17])=[CH:14][CH:13]=2)[C:7]2=[N:8][CH:9]=[CH:10][CH:11]=[C:6]2[CH:5]=[CH:4]1.[NH2:20][C:21]1[CH:22]=[N:23][CH:24]=[N:25][CH:26]=1.CCOC(C)=O. (5) Given the product [CH3:17][C:15]([O:18][C:19](=[O:25])[N:20]([CH3:21])[CH2:22][CH2:23][NH:24][C:6](=[O:11])[C:7]([F:8])([F:9])[F:10])([CH3:14])[CH3:16], predict the reactants needed to synthesize it. The reactants are: [F:8][C:7]([F:10])([F:9])[C:6](O[C:6](=[O:11])[C:7]([F:10])([F:9])[F:8])=[O:11].[CH3:14][C:15]([O:18][C:19](=[O:25])[N:20]([CH2:22][CH2:23][NH2:24])[CH3:21])([CH3:17])[CH3:16].C(N(CC)CC)C. (6) Given the product [CH2:34]([O:36][C:37](=[O:43])[CH2:38][CH2:39][CH2:40][CH2:41][O:22][C:20]1[CH:19]=[C:18]([O:23][C:24]2[CH:29]=[CH:28][C:27]([C:30]#[N:31])=[CH:26][CH:25]=2)[CH:17]=[C:16]([C:15](=[O:32])[NH:14][CH:11]2[CH2:12][CH2:13][CH:8]([NH:7][C:6]([O:5][C:1]([CH3:4])([CH3:2])[CH3:3])=[O:33])[CH2:9][CH2:10]2)[CH:21]=1)[CH3:35], predict the reactants needed to synthesize it. The reactants are: [C:1]([O:5][C:6](=[O:33])[NH:7][CH:8]1[CH2:13][CH2:12][CH:11]([NH:14][C:15](=[O:32])[C:16]2[CH:21]=[C:20]([OH:22])[CH:19]=[C:18]([O:23][C:24]3[CH:29]=[CH:28][C:27]([C:30]#[N:31])=[CH:26][CH:25]=3)[CH:17]=2)[CH2:10][CH2:9]1)([CH3:4])([CH3:3])[CH3:2].[CH2:34]([O:36][C:37](=[O:43])[CH2:38][CH2:39][CH2:40][CH2:41]Br)[CH3:35]. (7) Given the product [CH3:1][C:2]1[CH:7]=[CH:6][C:5]2[NH:8][C:36](=[O:38])[N:9]([CH:10]3[CH2:15][CH2:14][N:13]([C@H:16]4[CH2:21][CH2:20][C@H:19]([O:22][CH2:23][C:24]#[CH:25])[CH2:18][CH2:17]4)[CH2:12][CH2:11]3)[C:4]=2[CH:3]=1, predict the reactants needed to synthesize it. The reactants are: [CH3:1][C:2]1[CH:3]=[C:4]([NH:9][CH:10]2[CH2:15][CH2:14][N:13]([C@H:16]3[CH2:21][CH2:20][C@H:19]([O:22][CH2:23][C:24]#[CH:25])[CH2:18][CH2:17]3)[CH2:12][CH2:11]2)[C:5]([NH2:8])=[CH:6][CH:7]=1.C(N(C(C)C)CC)(C)C.Cl[C:36](Cl)([O:38]C(=O)OC(Cl)(Cl)Cl)Cl. (8) Given the product [C:1]([NH:5][C:6]([C:8]1[C:16]2[C:11](=[N:12][CH:13]=[C:14]([C:17]3[C:25]4[C:20](=[CH:21][C:22]([Cl:26])=[CH:23][CH:24]=4)[N:19]([CH3:27])[N:18]=3)[N:15]=2)[NH:10][CH:9]=1)=[O:7])([CH3:4])([CH3:3])[CH3:2], predict the reactants needed to synthesize it. The reactants are: [C:1]([NH:5][C:6]([C:8]1[C:16]2[C:11](=[N:12][CH:13]=[C:14]([C:17]3[C:25]4[C:20](=[CH:21][C:22]([Cl:26])=[CH:23][CH:24]=4)[N:19]([CH3:27])[N:18]=3)[N:15]=2)[N:10](COCC[Si](C)(C)C)[CH:9]=1)=[O:7])([CH3:4])([CH3:3])[CH3:2].FC(F)(F)C(O)=O.C(N)CN.